Dataset: CYP2D6 inhibition data for predicting drug metabolism from PubChem BioAssay. Task: Regression/Classification. Given a drug SMILES string, predict its absorption, distribution, metabolism, or excretion properties. Task type varies by dataset: regression for continuous measurements (e.g., permeability, clearance, half-life) or binary classification for categorical outcomes (e.g., BBB penetration, CYP inhibition). Dataset: cyp2d6_veith. (1) The result is 0 (non-inhibitor). The compound is C=C1CC[C@H](O)C/C1=C/C=C1\CCC[C@@]2(C)[C@H]([C@@H](C)CCCC(C)C)CC[C@@H]12. (2) The compound is O=C(CCCN1CCC2(CC1)C(=O)N(Cc1cccc(F)c1)CN2c1ccccc1)c1ccc(F)cc1. The result is 1 (inhibitor). (3) The compound is CC1(C)CC(=O)C(C(c2cccc(O)c2O)C2C(=O)CC(C)(C)CC2=O)C(=O)C1. The result is 0 (non-inhibitor). (4) The molecule is COc1ccc2cc1Oc1ccc(cc1)C[C@@H]1c3c(cc(OC)c4c3Oc3cc5c(cc3O4)CCN[C@H]5C2)CCN1C. The result is 0 (non-inhibitor). (5) The drug is CCOc1cccc(/C(O)=C2/C(=O)C(=O)N(Cc3ccco3)C2c2ccncc2)c1. The result is 0 (non-inhibitor).